Task: Predict the reactants needed to synthesize the given product.. Dataset: Retrosynthesis with 50K atom-mapped reactions and 10 reaction types from USPTO (1) Given the product O=C(O)Cn1c(=O)n(Cc2ccc(Br)cc2F)c(=O)c2ccc(Cl)cc21, predict the reactants needed to synthesize it. The reactants are: CCOC(=O)Cn1c(=O)n(Cc2ccc(Br)cc2F)c(=O)c2ccc(Cl)cc21. (2) Given the product C[C@]12CC(=O)[C@H]3[C@@H](CC[C@H]4C[C@@H]5O[C@@H]5C[C@@]43C)[C@@H]1CC[C@@H]2C#N, predict the reactants needed to synthesize it. The reactants are: C[C@]12CC(=O)[C@H]3[C@@H](CC[C@H]4CC=CC[C@@]43C)[C@@H]1CC[C@@H]2C#N.O=C(OO)c1cccc(Cl)c1. (3) Given the product Nc1nc(-c2ccccn2)nc(N2CCOCC2)c1Cc1ccccc1, predict the reactants needed to synthesize it. The reactants are: C1COCCN1.Nc1nc(-c2ccccn2)nc(Cl)c1Cc1ccccc1. (4) The reactants are: COCc1ccc(C(=O)Nc2cccnc2C(=O)NCC2CCCCN2C(=O)OC(C)(C)C)c2ccccc12. Given the product COCc1ccc(C(=O)Nc2cccnc2C(=O)NCC2CCCCN2)c2ccccc12, predict the reactants needed to synthesize it.